Dataset: Peptide-MHC class II binding affinity with 134,281 pairs from IEDB. Task: Regression. Given a peptide amino acid sequence and an MHC pseudo amino acid sequence, predict their binding affinity value. This is MHC class II binding data. The peptide sequence is KKKKLALYLLLALSLAS. The MHC is DRB1_0701 with pseudo-sequence DRB1_0701. The binding affinity (normalized) is 0.431.